From a dataset of Reaction yield outcomes from USPTO patents with 853,638 reactions. Predict the reaction yield, written as a fraction of the theoretical maximum amount of product (1.0 means a 100% yield; for example, 0.34 means a 34% yield). (1) The reactants are [CH3:1][C@:2]12[C:10]([C:11]3([CH2:14]/[CH:15]=[CH:16]/[C:17]([OH:26])([C:22]([F:25])([F:24])[F:23])[C:18]([F:21])([F:20])[F:19])[CH2:13][CH2:12]3)=[CH:9][CH2:8][C@H:7]1[C@@H:6]([OH:27])[CH2:5][CH2:4][CH2:3]2.[Cr](O[Cr]([O-])(=O)=O)([O-])(=O)=O.[NH+]1C=CC=CC=1.[NH+]1C=CC=CC=1. The catalyst is ClCCl. The product is [CH3:1][C@:2]12[C:10]([C:11]3([CH2:14]/[CH:15]=[CH:16]/[C:17]([OH:26])([C:18]([F:19])([F:20])[F:21])[C:22]([F:23])([F:24])[F:25])[CH2:13][CH2:12]3)=[CH:9][CH2:8][C@H:7]1[C:6](=[O:27])[CH2:5][CH2:4][CH2:3]2. The yield is 0.920. (2) The reactants are [Cl:1][C:2]1[N:7]=[CH:6][C:5]([OH:8])=[CH:4][N:3]=1.Cl[C:10]([F:15])([F:14])C([O-])=O.[Na+]. The catalyst is CN(C)C=O.O. The product is [Cl:1][C:2]1[N:7]=[CH:6][C:5]([O:8][CH:10]([F:15])[F:14])=[CH:4][N:3]=1. The yield is 0.397. (3) The yield is 1.00. The catalyst is C1COCC1. The product is [C:20]([N:10]1[C:11]2[C:7](=[CH:6][CH:5]=[C:4]([N+:1]([O-:3])=[O:2])[CH:12]=2)[CH2:8][CH2:9]1)(=[O:22])[CH3:21]. The reactants are [N+:1]([C:4]1[CH:12]=[C:11]2[C:7]([CH2:8][CH2:9][NH:10]2)=[CH:6][CH:5]=1)([O-:3])=[O:2].CCN(CC)CC.[C:20](Cl)(=[O:22])[CH3:21]. (4) The reactants are [Si:1]([O:8][CH2:9][CH:10]([NH:20][C:21]([C:23]1[N:24]=[C:25]([N:28]2[CH2:31][CH:30](OS(C)(=O)=O)[CH2:29]2)[S:26][CH:27]=1)=[O:22])[CH2:11][O:12][Si:13]([C:16]([CH3:19])([CH3:18])[CH3:17])([CH3:15])[CH3:14])([C:4]([CH3:7])([CH3:6])[CH3:5])([CH3:3])[CH3:2].[C:37]([O-:40])(=[S:39])[CH3:38].[K+]. The catalyst is CN(C)C=O. The product is [C:37]([S:39][CH:30]1[CH2:31][N:28]([C:25]2[S:26][CH:27]=[C:23]([C:21](=[O:22])[NH:20][CH:10]([CH2:9][O:8][Si:1]([C:4]([CH3:7])([CH3:5])[CH3:6])([CH3:3])[CH3:2])[CH2:11][O:12][Si:13]([C:16]([CH3:19])([CH3:18])[CH3:17])([CH3:14])[CH3:15])[N:24]=2)[CH2:29]1)(=[O:40])[CH3:38]. The yield is 0.570. (5) The reactants are [N:1]1([C:10]2[N:14]([CH3:15])[N:13]=[C:12]([CH3:16])[C:11]=2/[CH:17]=[CH:18]/[C:19]([OH:21])=O)[C:9]2[C:4](=[CH:5][CH:6]=[CH:7][CH:8]=2)[CH:3]=[CH:2]1.CC1N(COCC[Si](C)(C)C)C(C)=C(C2C3C(=CC=CC=3)C=CC=2)C=1C=O.CC1C=CC=C([N+]([O-])=O)C=1C(OC(=O)C1C([N+]([O-])=O)=CC=CC=1C)=O.[CH2:74]([S:79]([NH2:82])(=[O:81])=[O:80])[CH2:75][CH2:76][CH2:77][CH3:78]. The catalyst is CN(C)C1C=CN=CC=1.C(#N)C.C(N(CC)CC)C. The product is [N:1]1([C:10]2[N:14]([CH3:15])[N:13]=[C:12]([CH3:16])[C:11]=2/[CH:17]=[CH:18]/[C:19]([NH:82][S:79]([CH2:74][CH2:75][CH2:76][CH2:77][CH3:78])(=[O:81])=[O:80])=[O:21])[C:9]2[C:4](=[CH:5][CH:6]=[CH:7][CH:8]=2)[CH:3]=[CH:2]1. The yield is 0.980. (6) The reactants are [OH-].[Na+].Cl[CH2:4][CH:5]([OH:12])[CH2:6][N:7]([CH2:10][CH3:11])[CH2:8][CH3:9]. The catalyst is O. The product is [CH2:6]([N:7]([CH2:10][CH3:11])[CH2:8][CH3:9])[CH:5]1[O:12][CH2:4]1. The yield is 0.760. (7) The reactants are N1C(C)=CC=CC=1C.[CH2:9]([C:11]([C:30]1[CH:35]=[CH:34][C:33]([C:36]#[C:37][C:38]2([OH:44])[CH2:43][CH2:42][CH2:41][CH2:40][CH2:39]2)=[C:32]([CH3:45])[CH:31]=1)([C:14]1[CH:19]=[CH:18][C:17]([B:20]2[O:24][C:23]([CH3:26])([CH3:25])[C:22]([CH3:28])([CH3:27])[O:21]2)=[C:16]([CH3:29])[CH:15]=1)[CH2:12][CH3:13])[CH3:10].O([Si:54]([CH3:57])([CH3:56])[CH3:55])S(C(F)(F)F)(=O)=O.C(=O)(O)[O-].[Na+]. The catalyst is ClCCl. The product is [CH2:9]([C:11]([C:14]1[CH:19]=[CH:18][C:17]([B:20]2[O:24][C:23]([CH3:25])([CH3:26])[C:22]([CH3:27])([CH3:28])[O:21]2)=[C:16]([CH3:29])[CH:15]=1)([C:30]1[CH:35]=[CH:34][C:33]([C:36]#[C:37][C:38]2([O:44][Si:54]([CH3:57])([CH3:56])[CH3:55])[CH2:43][CH2:42][CH2:41][CH2:40][CH2:39]2)=[C:32]([CH3:45])[CH:31]=1)[CH2:12][CH3:13])[CH3:10]. The yield is 0.930.